From a dataset of Forward reaction prediction with 1.9M reactions from USPTO patents (1976-2016). Predict the product of the given reaction. (1) Given the reactants CS(C1C=CC(CCC)=C(C=1)N)(=O)=O.[C:15]([C:18]1[CH:24]=[CH:23][C:22]([S:25]([CH3:28])(=[O:27])=[O:26])=[CH:21][C:19]=1[NH2:20])([CH3:17])=[CH2:16], predict the reaction product. The product is: [CH:15]([C:18]1[CH:24]=[CH:23][C:22]([S:25]([CH3:28])(=[O:26])=[O:27])=[CH:21][C:19]=1[NH2:20])([CH3:17])[CH3:16]. (2) Given the reactants [C:1]1([S:7]([N:10]2[C:14]3=[N:15][CH:16]=[C:17]([S:19][CH3:20])[CH:18]=[C:13]3[CH:12]=[CH:11]2)(=[O:9])=[O:8])[CH:6]=[CH:5][CH:4]=[CH:3][CH:2]=1.C([N-]C(C)C)(C)C.[Li+].[C:29](=O)([O:32]C)[O:30][CH3:31].[Cl-].[NH4+], predict the reaction product. The product is: [CH3:31][O:30][C:29]([C:11]1[N:10]([S:7]([C:1]2[CH:6]=[CH:5][CH:4]=[CH:3][CH:2]=2)(=[O:9])=[O:8])[C:14]2=[N:15][CH:16]=[C:17]([S:19][CH3:20])[CH:18]=[C:13]2[CH:12]=1)=[O:32]. (3) Given the reactants [CH2:1]([O:3][C:4](=[O:29])[CH2:5][CH2:6][CH2:7][O:8][C:9]1[CH:14]=[CH:13][CH:12]=[C:11]([CH2:15][CH2:16][CH2:17][CH2:18][CH2:19][CH2:20]Br)[C:10]=1[CH2:22][CH2:23][C:24]([O:26][CH2:27][CH3:28])=[O:25])[CH3:2].[Br:30][C:31]1[CH:32]=[C:33]([OH:43])[CH:34]=[C:35]([S:37]([CH:40]([CH3:42])[CH3:41])(=[O:39])=[O:38])[CH:36]=1.C(=O)([O-])[O-].[K+].[K+], predict the reaction product. The product is: [CH2:1]([O:3][C:4](=[O:29])[CH2:5][CH2:6][CH2:7][O:8][C:9]1[CH:14]=[CH:13][CH:12]=[C:11]([CH2:15][CH2:16][CH2:17][CH2:18][CH2:19][CH2:20][O:43][C:33]2[CH:34]=[C:35]([S:37]([CH:40]([CH3:41])[CH3:42])(=[O:39])=[O:38])[CH:36]=[C:31]([Br:30])[CH:32]=2)[C:10]=1[CH2:22][CH2:23][C:24]([O:26][CH2:27][CH3:28])=[O:25])[CH3:2]. (4) Given the reactants [CH3:1][O:2][C:3]1[CH:25]=[CH:24][CH:23]=[CH:22][C:4]=1[CH2:5][N:6]1[C:15]2[C:10](=[CH:11][CH:12]=[CH:13][N:14]=2)[CH:9]=[C:8]([C:16]([O:18]CC)=[O:17])[C:7]1=[O:21].Cl, predict the reaction product. The product is: [CH3:1][O:2][C:3]1[CH:25]=[CH:24][CH:23]=[CH:22][C:4]=1[CH2:5][N:6]1[C:15]2[C:10](=[CH:11][CH:12]=[CH:13][N:14]=2)[CH:9]=[C:8]([C:16]([OH:18])=[O:17])[C:7]1=[O:21]. (5) Given the reactants [CH3:1][N:2]1[C:6]([C:7]2[S:11][C:10]([CH:12]=O)=[CH:9][CH:8]=2)=[CH:5][C:4]([C:14]([F:17])([F:16])[F:15])=[N:3]1.[CH3:18][CH:19]([CH3:35])[C:20]([NH:22][C:23]1[CH:28]=[CH:27][CH:26]=[C:25]([CH:29]2[CH2:34][CH2:33][NH:32][CH2:31][CH2:30]2)[CH:24]=1)=[O:21], predict the reaction product. The product is: [CH3:18][CH:19]([CH3:35])[C:20]([NH:22][C:23]1[CH:28]=[CH:27][CH:26]=[C:25]([CH:29]2[CH2:34][CH2:33][N:32]([CH2:12][C:10]3[S:11][C:7]([C:6]4[N:2]([CH3:1])[N:3]=[C:4]([C:14]([F:17])([F:16])[F:15])[CH:5]=4)=[CH:8][CH:9]=3)[CH2:31][CH2:30]2)[CH:24]=1)=[O:21].